This data is from NCI-60 drug combinations with 297,098 pairs across 59 cell lines. The task is: Regression. Given two drug SMILES strings and cell line genomic features, predict the synergy score measuring deviation from expected non-interaction effect. Drug 1: CN1CCC(CC1)COC2=C(C=C3C(=C2)N=CN=C3NC4=C(C=C(C=C4)Br)F)OC. Drug 2: C1=C(C(=O)NC(=O)N1)N(CCCl)CCCl. Cell line: SNB-75. Synergy scores: CSS=30.7, Synergy_ZIP=4.97, Synergy_Bliss=6.30, Synergy_Loewe=3.36, Synergy_HSA=6.84.